From a dataset of Full USPTO retrosynthesis dataset with 1.9M reactions from patents (1976-2016). Predict the reactants needed to synthesize the given product. (1) Given the product [Br:1][C:2]1[C:13]2[C:5](=[CH:6][C:7]([C:16]3[CH:21]=[CH:20][CH:19]=[CH:18][C:17]=3[Cl:22])=[C:8]3[C:12]=2[C:11](=[O:14])[NH:10][C:9]3=[O:15])[N:4]([CH3:23])[C:3]=1[CH2:24][O:25][CH2:30][CH2:31][OH:32], predict the reactants needed to synthesize it. The reactants are: [Br:1][C:2]1[C:13]2[C:5](=[CH:6][C:7]([C:16]3[CH:21]=[CH:20][CH:19]=[CH:18][C:17]=3[Cl:22])=[C:8]3[C:12]=2[C:11](=[O:14])[NH:10][C:9]3=[O:15])[N:4]([CH3:23])[C:3]=1[CH2:24][OH:25].B(F)(F)F.[CH3:30][CH2:31][O:32]CC. (2) Given the product [CH:1]1([C:6]2([O:23][CH3:24])[CH2:11][CH2:10][N:9]([C:12]3[CH:22]=[CH:21][C:15]([C:16]([NH:26][NH2:27])=[O:17])=[CH:14][CH:13]=3)[CH2:8][CH2:7]2)[CH2:5][CH2:4][CH2:3][CH2:2]1, predict the reactants needed to synthesize it. The reactants are: [CH:1]1([C:6]2([O:23][CH3:24])[CH2:11][CH2:10][N:9]([C:12]3[CH:22]=[CH:21][C:15]([C:16](OCC)=[O:17])=[CH:14][CH:13]=3)[CH2:8][CH2:7]2)[CH2:5][CH2:4][CH2:3][CH2:2]1.O.[NH2:26][NH2:27]. (3) Given the product [CH3:40][NH:41][C:42]([N:24]1[CH2:23][CH2:22][CH:21]([N:18]2[CH2:19][CH2:20][C@@H:16]([CH2:15][C:14]3[C:13]([Cl:28])=[CH:12][C:11]([C:29]4[CH:34]=[CH:33][C:32]([O:35][C:36]([F:39])([F:37])[F:38])=[CH:31][CH:30]=4)=[CH:10][C:9]=3[Cl:8])[C:17]2=[O:27])[CH2:26][CH2:25]1)=[O:43], predict the reactants needed to synthesize it. The reactants are: FC(F)(F)C(O)=O.[Cl:8][C:9]1[CH:10]=[C:11]([C:29]2[CH:34]=[CH:33][C:32]([O:35][C:36]([F:39])([F:38])[F:37])=[CH:31][CH:30]=2)[CH:12]=[C:13]([Cl:28])[C:14]=1[CH2:15][C@@H:16]1[CH2:20][CH2:19][N:18]([CH:21]2[CH2:26][CH2:25][NH:24][CH2:23][CH2:22]2)[C:17]1=[O:27].[CH3:40][N:41]=[C:42]=[O:43]. (4) Given the product [Cl:1][C:2]1[N:7]=[C:6]([O:8][C:9]2[CH:10]=[CH:11][C:12]([O:15][CH3:16])=[CH:13][CH:14]=2)[C:5]([NH2:17])=[CH:4][N:3]=1, predict the reactants needed to synthesize it. The reactants are: [Cl:1][C:2]1[N:7]=[C:6]([O:8][C:9]2[CH:14]=[CH:13][C:12]([O:15][CH3:16])=[CH:11][CH:10]=2)[C:5]([N+:17]([O-])=O)=[CH:4][N:3]=1.C(O)(=O)C. (5) Given the product [F:20][C:21]1[CH:26]=[CH:25][CH:24]=[CH:23][C:22]=1[O:1][CH2:2][C:3]1([C:16]([O:18][CH3:19])=[O:17])[CH2:4][CH2:5][N:6]([C:9]([O:11][C:12]([CH3:14])([CH3:15])[CH3:13])=[O:10])[CH2:7][CH2:8]1, predict the reactants needed to synthesize it. The reactants are: [OH:1][CH2:2][C:3]1([C:16]([O:18][CH3:19])=[O:17])[CH2:8][CH2:7][N:6]([C:9]([O:11][C:12]([CH3:15])([CH3:14])[CH3:13])=[O:10])[CH2:5][CH2:4]1.[F:20][C:21]1[CH:26]=[CH:25][CH:24]=[CH:23][C:22]=1O.C1(P(C2C=CC=CC=2)C2C=CC=CC=2)C=CC=CC=1.N(C(OC(C)C)=O)=NC(OC(C)C)=O. (6) Given the product [CH2:1]([O:3][C:4]([C:6]1[CH:11]=[C:10]([Br:17])[C:9](=[O:12])[NH:8][C:7]=1[C:13]([F:16])([F:14])[F:15])=[O:5])[CH3:2], predict the reactants needed to synthesize it. The reactants are: [CH2:1]([O:3][C:4]([C:6]1[CH:11]=[CH:10][C:9](=[O:12])[NH:8][C:7]=1[C:13]([F:16])([F:15])[F:14])=[O:5])[CH3:2].[Br:17]N1C(=O)CCC1=O. (7) Given the product [CH2:13]1[C:14]2[C:6](=[CH:5][CH:4]=[CH:3][CH:2]=2)[CH2:7][CH2:12]1, predict the reactants needed to synthesize it. The reactants are: C[C:2]1[C:14]2[CH2:13][C:12]3[C:7](=CC=CC=3)[C:6]=2[CH:5]=[CH:4][CH:3]=1. (8) Given the product [NH:42]1[C:43]2[CH:48]=[CH:47][CH:46]=[CH:45][C:44]=2[N:49]=[C:12]1[C@H:11]([NH:10][C:8](=[O:9])[O:7][C:3]([CH3:6])([CH3:5])[CH3:4])[CH2:15][C:16]1[CH:21]=[CH:20][C:19]([C:22]([CH3:25])([CH3:24])[CH3:23])=[CH:18][CH:17]=1, predict the reactants needed to synthesize it. The reactants are: N#N.[C:3]([O:7][C:8]([NH:10][C@H:11]([CH2:15][C:16]1[CH:21]=[CH:20][C:19]([C:22]([CH3:25])([CH3:24])[CH3:23])=[CH:18][CH:17]=1)[C:12](O)=O)=[O:9])([CH3:6])([CH3:5])[CH3:4].C(N1CCOCC1)C.CN(C(O[N:42]1N=[N:49][C:44]2[CH:45]=[CH:46][CH:47]=[CH:48][C:43]1=2)=[N+](C)C)C.[B-](F)(F)(F)F.C1(N)C=CC=CC=1N. (9) Given the product [CH3:1][N:2]([CH3:27])[CH2:3][CH2:4][NH:5][C:6]([C:8]1[C:21]2[C:12](=[N:13][C:14]3[C:19]([N:20]=2)=[C:18]2[CH:22]=[CH:23][CH:24]=[C:25]([NH:26][CH2:34][C:30]#[N:31])[C:17]2=[CH:16][CH:15]=3)[CH:11]=[CH:10][CH:9]=1)=[O:7], predict the reactants needed to synthesize it. The reactants are: [CH3:1][N:2]([CH3:27])[CH2:3][CH2:4][NH:5][C:6]([C:8]1[C:21]2[C:12](=[N:13][C:14]3[C:19]([N:20]=2)=[C:18]2[CH:22]=[CH:23][CH:24]=[C:25]([NH2:26])[C:17]2=[CH:16][CH:15]=3)[CH:11]=[CH:10][CH:9]=1)=[O:7].C=O.[C-:30]#[N:31].[K+].Cl.[CH3:34]O.